This data is from Forward reaction prediction with 1.9M reactions from USPTO patents (1976-2016). The task is: Predict the product of the given reaction. (1) The product is: [F:1][C:2]1[CH:7]=[CH:6][C:5]([C:8]2[N:15]([CH3:14])[N:16]=[C:10]([CH3:11])[CH:9]=2)=[CH:4][CH:3]=1. Given the reactants [F:1][C:2]1[CH:7]=[CH:6][C:5]([C:8](=O)[CH2:9][C:10](=O)[CH3:11])=[CH:4][CH:3]=1.[CH3:14][NH:15][NH2:16].FC(F)(F)C(O)=O.C(N(CC)CC)C, predict the reaction product. (2) Given the reactants [Br:1][C:2]1[S:3][CH:4]=[C:5]([Br:8])[C:6]=1[CH3:7].[Br:9]N1C(=O)CCC1=O, predict the reaction product. The product is: [Br:1][C:2]1[S:3][CH:4]=[C:5]([Br:8])[C:6]=1[CH2:7][Br:9].